From a dataset of Forward reaction prediction with 1.9M reactions from USPTO patents (1976-2016). Predict the product of the given reaction. Given the reactants Cl[C:2]1[CH:3]=[CH:4][C:5]2[C:15]3[C:10](=[CH:11][N:12]=[C:13]([CH3:16])[CH:14]=3)[CH2:9][O:8][C:6]=2[CH:7]=1.[C:17]([O:21][C:22](=[O:31])[NH:23][C@@H:24]([CH2:27][CH:28]([CH3:30])[CH3:29])[CH2:25][OH:26])([CH3:20])([CH3:19])[CH3:18].C([O-])([O-])=O.[Cs+].[Cs+].C(P(C(C)(C)C)C1C=CC=CC=1C1C(C(C)C)=CC(C(C)C)=CC=1C(C)C)(C)(C)C, predict the reaction product. The product is: [C:17]([O:21][C:22](=[O:31])[NH:23][C@@H:24]([CH2:27][CH:28]([CH3:29])[CH3:30])[CH2:25][O:26][C:2]1[CH:3]=[CH:4][C:5]2[C:15]3[C:10](=[CH:11][N:12]=[C:13]([CH3:16])[CH:14]=3)[CH2:9][O:8][C:6]=2[CH:7]=1)([CH3:20])([CH3:19])[CH3:18].